This data is from Full USPTO retrosynthesis dataset with 1.9M reactions from patents (1976-2016). The task is: Predict the reactants needed to synthesize the given product. (1) The reactants are: F[C:2]1[CH:3]=[CH:4][C:5]2[N+:10]([O-:11])=[N:9][C:8]([NH2:12])=[N:7][C:6]=2[CH:13]=1.[CH3:14][NH:15][CH3:16]. Given the product [CH3:14][N:15]([CH3:16])[C:2]1[CH:3]=[CH:4][C:5]2[N+:10]([O-:11])=[N:9][C:8]([NH2:12])=[N:7][C:6]=2[CH:13]=1, predict the reactants needed to synthesize it. (2) Given the product [CH2:1]([NH:6][CH2:8][CH2:7][CH2:13][S:10]([OH:12])(=[O:11])=[O:9])[CH2:2][CH:3]([CH3:5])[CH3:4], predict the reactants needed to synthesize it. The reactants are: [CH2:1]([NH2:6])[CH2:2][CH:3]([CH3:5])[CH3:4].[CH2:7]1[CH2:13][S:10](=[O:12])(=[O:11])[O:9][CH2:8]1.CC(C)=O. (3) Given the product [CH3:4]/[CH:5]=[C:6]1\[C@H:7]2[CH:14]=[C:13]([CH3:15])[CH2:12][C@@:11]\1([NH2:16])[C:10]1[CH:17]=[CH:18][C:19]([NH:21][C:9]=1[CH2:8]2)=[O:20].[P:22]([OH:26])([OH:25])([OH:24])=[O:23].[CH3:27][C:28]1[N:33]=[C:32]([CH3:34])[C:31]([CH3:35])=[N:30][C:29]=1[CH3:36], predict the reactants needed to synthesize it. The reactants are: C(O)C.[CH3:4]/[CH:5]=[C:6]1\[C@H:7]2[CH:14]=[C:13]([CH3:15])[CH2:12][C@@:11]\1([NH2:16])[C:10]1[CH:17]=[CH:18][C:19]([NH:21][C:9]=1[CH2:8]2)=[O:20].[P:22]([OH:26])([OH:25])([OH:24])=[O:23].[CH3:27][C:28]1[N:33]=[C:32]([CH3:34])[C:31]([CH3:35])=[N:30][C:29]=1[CH3:36]. (4) Given the product [CH:19]([O:12][C:11](=[O:13])[CH:10]=[CH:9][C:4]1[CH:5]=[CH:6][C:7]([OH:8])=[C:2]([OH:1])[CH:3]=1)([CH3:20])[CH3:18], predict the reactants needed to synthesize it. The reactants are: [OH:1][C:2]1[CH:3]=[C:4]([CH:9]=[CH:10][C:11]([OH:13])=[O:12])[CH:5]=[CH:6][C:7]=1[OH:8].S(Cl)(Cl)=O.[CH3:18][CH:19](O)[CH3:20].